From a dataset of Full USPTO retrosynthesis dataset with 1.9M reactions from patents (1976-2016). Predict the reactants needed to synthesize the given product. (1) Given the product [Cl:1][C:2]1[CH:7]=[CH:6][C:5]([N+:8]([O-:10])=[O:9])=[CH:4][C:3]=1[N:11]=[C:12]1[NH:19][CH2:15][CH2:16][CH2:17][NH:18]1, predict the reactants needed to synthesize it. The reactants are: [Cl:1][C:2]1[CH:7]=[CH:6][C:5]([N+:8]([O-:10])=[O:9])=[CH:4][C:3]=1[N:11]=[C:12](Cl)Cl.[CH2:15]([NH2:19])[CH2:16][CH2:17][NH2:18]. (2) Given the product [ClH:43].[ClH:43].[F:42][C:38]1[CH:37]=[C:36]([CH:23]2[CH:22]([CH2:21][NH:8][C@@H:9]([C:11]3[C:20]4[C:15](=[CH:16][CH:17]=[CH:18][CH:19]=4)[CH:14]=[CH:13][CH:12]=3)[CH3:10])[CH2:27][CH2:26][N:25]([CH2:28][CH2:29][CH2:30][CH2:31][CH2:32][C:33]([OH:35])=[O:34])[CH2:24]2)[CH:41]=[CH:40][CH:39]=1, predict the reactants needed to synthesize it. The reactants are: C(OC([N:8]([CH2:21][CH:22]1[CH2:27][CH2:26][N:25]([CH2:28][CH2:29][CH2:30][CH2:31][CH2:32][C:33]([OH:35])=[O:34])[CH2:24][CH:23]1[C:36]1[CH:41]=[CH:40][CH:39]=[C:38]([F:42])[CH:37]=1)[C@@H:9]([C:11]1[C:20]2[C:15](=[CH:16][CH:17]=[CH:18][CH:19]=2)[CH:14]=[CH:13][CH:12]=1)[CH3:10])=O)(C)(C)C.[ClH:43].C(OCC)(=O)C. (3) Given the product [C:1]([O:5][C:6](=[O:17])[NH:7][C@H:8]([C:10]1[CH:15]=[CH:14][CH:13]=[C:12]([N:22]2[CH2:23][CH2:24][O:25][CH:20]([CH3:19])[CH2:21]2)[CH:11]=1)[CH3:9])([CH3:4])([CH3:3])[CH3:2], predict the reactants needed to synthesize it. The reactants are: [C:1]([O:5][C:6](=[O:17])[NH:7][C@H:8]([C:10]1[CH:15]=[CH:14][CH:13]=[C:12](Br)[CH:11]=1)[CH3:9])([CH3:4])([CH3:3])[CH3:2].Cl.[CH3:19][CH:20]1[O:25][CH2:24][CH2:23][NH:22][CH2:21]1.C(P(C(C)(C)C)C1C=CC=CC=1C1C=CC=CC=1)(C)(C)C.C(N(CC)CC)C.CC(C)([O-])C.[Na+].